Dataset: Forward reaction prediction with 1.9M reactions from USPTO patents (1976-2016). Task: Predict the product of the given reaction. (1) The product is: [CH3:17][C:15]1[C:14]([CH3:18])=[CH:13][C:10]2[C:11]3[N:26]=[C:21]([CH2:22][CH2:23][CH3:24])[N:25]=[CH:4][C:5]=3[CH2:6][C:7](=[O:19])[NH:8][C:9]=2[CH:16]=1. Given the reactants CN([CH:4]=[C:5]1[C:11](=O)[C:10]2[CH:13]=[C:14]([CH3:18])[C:15]([CH3:17])=[CH:16][C:9]=2[NH:8][C:7](=[O:19])[CH2:6]1)C.Cl.[C:21]([NH2:26])(=[NH:25])[CH2:22][CH2:23][CH3:24], predict the reaction product. (2) Given the reactants [CH2:1]([NH:8][CH2:9][CH:10]([OH:12])[CH3:11])[C:2]1[CH:7]=[CH:6][CH:5]=[CH:4][CH:3]=1.C(N(CC)CC)C.[Cl:20][C:21]1[C:26]2[CH2:27][CH:28]([C:29](O)=[O:30])[C:25]=2[CH:24]=[CH:23][CH:22]=1.[O-]P1(OP([O-])(=O)OP([O-])(=O)OP([O-])(=O)O1)=O.[Na+].[Na+].[Na+].[Na+].C(OCC)(=O)C, predict the reaction product. The product is: [CH2:1]([N:8]([CH2:9][CH:10]([OH:12])[CH3:11])[C:29]([CH:28]1[C:25]2[CH:24]=[CH:23][CH:22]=[C:21]([Cl:20])[C:26]=2[CH2:27]1)=[O:30])[C:2]1[CH:7]=[CH:6][CH:5]=[CH:4][CH:3]=1.